From a dataset of Reaction yield outcomes from USPTO patents with 853,638 reactions. Predict the reaction yield, written as a fraction of the theoretical maximum amount of product (1.0 means a 100% yield; for example, 0.34 means a 34% yield). (1) The reactants are CC1C=CC(S(O[CH2:12][CH:13]2[CH2:17][C:16]3[CH:18]=[CH:19][C:20]([Cl:29])=[C:21]([C:22]4[CH:27]=[CH:26][CH:25]=[CH:24][C:23]=4[Cl:28])[C:15]=3[O:14]2)(=O)=O)=CC=1.[N-:30]=[N+:31]=[N-:32].[Na+].N(CC1CC2C=C(Cl)C=C(C3C=CSC=3)C=2O1)=[N+]=[N-]. No catalyst specified. The product is [N:30]([CH2:12][CH:13]1[CH2:17][C:16]2[CH:18]=[CH:19][C:20]([Cl:29])=[C:21]([C:22]3[CH:27]=[CH:26][CH:25]=[CH:24][C:23]=3[Cl:28])[C:15]=2[O:14]1)=[N+:31]=[N-:32]. The yield is 0.990. (2) The reactants are [CH3:1][N:2]1[C:6]([N:7]([C:15]([O:17]CC(Cl)(Cl)Cl)=O)C(OC(Cl)(Cl)Cl)=O)=[CH:5][CH:4]=[N:3]1.[F:23][C:24]1[CH:25]=[C:26]([C:30]2[N:31]=[C:32]([N:35]3[CH2:40][CH2:39][NH:38][CH2:37][CH2:36]3)[S:33][CH:34]=2)[CH:27]=[CH:28][CH:29]=1.C(N(C(C)C)CC)(C)C.O. The catalyst is CS(C)=O. The product is [F:23][C:24]1[CH:25]=[C:26]([C:30]2[N:31]=[C:32]([N:35]3[CH2:36][CH2:37][N:38]([C:15]([NH:7][C:6]4[N:2]([CH3:1])[N:3]=[CH:4][CH:5]=4)=[O:17])[CH2:39][CH2:40]3)[S:33][CH:34]=2)[CH:27]=[CH:28][CH:29]=1. The yield is 0.588. (3) The reactants are [F:1][C:2]1[C:11]([OH:12])=[C:10]2[C:5]([CH:6]=[CH:7][CH:8]=[N:9]2)=[CH:4][CH:3]=1.[I:13]N1C(=O)CCC1=O. The catalyst is C(Cl)(Cl)Cl.ClCCl. The product is [F:1][C:2]1[C:11]([OH:12])=[C:10]2[C:5]([CH:6]=[CH:7][CH:8]=[N:9]2)=[C:4]([I:13])[CH:3]=1. The yield is 0.970.